Regression. Given two drug SMILES strings and cell line genomic features, predict the synergy score measuring deviation from expected non-interaction effect. From a dataset of NCI-60 drug combinations with 297,098 pairs across 59 cell lines. (1) Drug 1: CC1CCC2CC(C(=CC=CC=CC(CC(C(=O)C(C(C(=CC(C(=O)CC(OC(=O)C3CCCCN3C(=O)C(=O)C1(O2)O)C(C)CC4CCC(C(C4)OC)OCCO)C)C)O)OC)C)C)C)OC. Drug 2: CCC1(CC2CC(C3=C(CCN(C2)C1)C4=CC=CC=C4N3)(C5=C(C=C6C(=C5)C78CCN9C7C(C=CC9)(C(C(C8N6C)(C(=O)OC)O)OC(=O)C)CC)OC)C(=O)OC)O.OS(=O)(=O)O. Cell line: HS 578T. Synergy scores: CSS=5.31, Synergy_ZIP=-3.46, Synergy_Bliss=-1.79, Synergy_Loewe=-6.31, Synergy_HSA=-2.13. (2) Synergy scores: CSS=47.6, Synergy_ZIP=-14.6, Synergy_Bliss=-28.9, Synergy_Loewe=-41.6, Synergy_HSA=-26.2. Cell line: SR. Drug 2: C1C(C(OC1N2C=C(C(=O)NC2=O)F)CO)O. Drug 1: CC1=C2C(C(=O)C3(C(CC4C(C3C(C(C2(C)C)(CC1OC(=O)C(C(C5=CC=CC=C5)NC(=O)OC(C)(C)C)O)O)OC(=O)C6=CC=CC=C6)(CO4)OC(=O)C)OC)C)OC. (3) Drug 1: CC1=C2C(C(=O)C3(C(CC4C(C3C(C(C2(C)C)(CC1OC(=O)C(C(C5=CC=CC=C5)NC(=O)OC(C)(C)C)O)O)OC(=O)C6=CC=CC=C6)(CO4)OC(=O)C)OC)C)OC. Drug 2: CNC(=O)C1=NC=CC(=C1)OC2=CC=C(C=C2)NC(=O)NC3=CC(=C(C=C3)Cl)C(F)(F)F. Cell line: SK-MEL-2. Synergy scores: CSS=59.0, Synergy_ZIP=2.53, Synergy_Bliss=0.854, Synergy_Loewe=-4.81, Synergy_HSA=5.14. (4) Drug 1: CC1=C(N=C(N=C1N)C(CC(=O)N)NCC(C(=O)N)N)C(=O)NC(C(C2=CN=CN2)OC3C(C(C(C(O3)CO)O)O)OC4C(C(C(C(O4)CO)O)OC(=O)N)O)C(=O)NC(C)C(C(C)C(=O)NC(C(C)O)C(=O)NCCC5=NC(=CS5)C6=NC(=CS6)C(=O)NCCC[S+](C)C)O. Cell line: HCT116. Drug 2: C1C(C(OC1N2C=NC(=NC2=O)N)CO)O. Synergy scores: CSS=48.5, Synergy_ZIP=0.480, Synergy_Bliss=0.125, Synergy_Loewe=-2.98, Synergy_HSA=5.04. (5) Drug 1: CN(CC1=CN=C2C(=N1)C(=NC(=N2)N)N)C3=CC=C(C=C3)C(=O)NC(CCC(=O)O)C(=O)O. Drug 2: C1CCC(C(C1)N)N.C(=O)(C(=O)[O-])[O-].[Pt+4]. Cell line: RPMI-8226. Synergy scores: CSS=59.7, Synergy_ZIP=-3.73, Synergy_Bliss=-4.98, Synergy_Loewe=-3.33, Synergy_HSA=0.138. (6) Drug 1: C1CN1C2=NC(=NC(=N2)N3CC3)N4CC4. Drug 2: CC12CCC3C(C1CCC2OP(=O)(O)O)CCC4=C3C=CC(=C4)OC(=O)N(CCCl)CCCl.[Na+]. Cell line: DU-145. Synergy scores: CSS=43.7, Synergy_ZIP=2.67, Synergy_Bliss=6.16, Synergy_Loewe=-19.2, Synergy_HSA=4.67. (7) Synergy scores: CSS=23.2, Synergy_ZIP=5.88, Synergy_Bliss=7.44, Synergy_Loewe=10.1, Synergy_HSA=11.2. Drug 1: C1CCN(CC1)CCOC2=CC=C(C=C2)C(=O)C3=C(SC4=C3C=CC(=C4)O)C5=CC=C(C=C5)O. Drug 2: CN(C)N=NC1=C(NC=N1)C(=O)N. Cell line: MOLT-4.